Predict the reactants needed to synthesize the given product. From a dataset of Full USPTO retrosynthesis dataset with 1.9M reactions from patents (1976-2016). (1) Given the product [CH:1]([N:4]1[CH:5]2[CH2:10][CH2:18][CH:9]1[CH2:8][N:7]([C:11]1[CH:12]=[CH:13][C:14]([NH2:17])=[CH:15][CH:16]=1)[CH2:6]2)([CH3:2])[CH3:3], predict the reactants needed to synthesize it. The reactants are: [CH:1]([N:4]1[CH2:9][C@@H:8]2[CH2:10][C@H:5]1[CH2:6][N:7]2[C:11]1[CH:16]=[CH:15][C:14]([NH2:17])=[CH:13][CH:12]=1)([CH3:3])[CH3:2].[C:18](OC(N1C2CCC1CNC2)=O)(C)(C)C. (2) Given the product [CH3:1][C@H:2]([CH2:3][CH2:4][CH3:5])[CH2:6][C:7]([OH:9])=[O:8], predict the reactants needed to synthesize it. The reactants are: [CH3:1][C@@H:2]([CH:6](C(O)=O)[C:7]([OH:9])=[O:8])[CH2:3][CH2:4][CH3:5].C(OC(=O)C)(=O)C. (3) Given the product [CH3:1][NH:2][C:3]([C@@H:5]1[CH2:9][CH2:8][C@H:7]([NH:10][C:11](=[O:17])[O:12][C:13]([CH3:16])([CH3:15])[CH3:14])[CH2:6]1)=[S:27], predict the reactants needed to synthesize it. The reactants are: [CH3:1][NH:2][C:3]([C@@H:5]1[CH2:9][CH2:8][C@H:7]([NH:10][C:11](=[O:17])[O:12][C:13]([CH3:16])([CH3:15])[CH3:14])[CH2:6]1)=O.COC1C=CC(P2(SP(C3C=CC(OC)=CC=3)(=S)S2)=[S:27])=CC=1. (4) Given the product [Br:2][C:3]1[CH:14]=[CH:13][CH:12]=[CH:11][C:4]=1[O:5][C@H:6]1[CH2:7][CH2:8][N:9]([C:16]2[S:20][C:19]([C:21]#[N:22])=[N:18][N:17]=2)[CH2:10]1, predict the reactants needed to synthesize it. The reactants are: Cl.[Br:2][C:3]1[CH:14]=[CH:13][CH:12]=[CH:11][C:4]=1[O:5][CH:6]1[CH2:10][NH:9][CH2:8][CH2:7]1.Br[C:16]1[S:20][C:19]([C:21]#[N:22])=[N:18][N:17]=1.C([O-])([O-])=O.[K+].[K+].